From a dataset of Peptide-MHC class I binding affinity with 185,985 pairs from IEDB/IMGT. Regression. Given a peptide amino acid sequence and an MHC pseudo amino acid sequence, predict their binding affinity value. This is MHC class I binding data. (1) The peptide sequence is VMTEGRHAV. The MHC is HLA-A26:01 with pseudo-sequence HLA-A26:01. The binding affinity (normalized) is 0.0847. (2) The peptide sequence is RPIPIKYKAM. The MHC is HLA-B07:02 with pseudo-sequence HLA-B07:02. The binding affinity (normalized) is 0.640. (3) The peptide sequence is KQMEDGHTL. The MHC is HLA-A25:01 with pseudo-sequence HLA-A25:01. The binding affinity (normalized) is 0.0847. (4) The peptide sequence is IRKVEWPDL. The MHC is HLA-B35:01 with pseudo-sequence HLA-B35:01. The binding affinity (normalized) is 0.0847.